This data is from Full USPTO retrosynthesis dataset with 1.9M reactions from patents (1976-2016). The task is: Predict the reactants needed to synthesize the given product. (1) Given the product [OH:4][C:5]1[CH:10]=[CH:9][CH:8]=[CH:7][C:6]=1[CH2:11][CH2:12][CH2:13][CH2:14][N:15]1[CH2:19][CH2:18][CH:17]([S:20]([C:23]2[CH:28]=[CH:27][C:26]([OH:29])=[CH:25][CH:24]=2)(=[O:22])=[O:21])[CH2:16]1, predict the reactants needed to synthesize it. The reactants are: COC[O:4][C:5]1[CH:10]=[CH:9][CH:8]=[CH:7][C:6]=1[CH2:11][CH2:12][CH2:13][CH2:14][N:15]1[CH2:19][CH2:18][CH:17]([S:20]([C:23]2[CH:28]=[CH:27][C:26]([OH:29])=[CH:25][CH:24]=2)(=[O:22])=[O:21])[CH2:16]1.Cl.CCOCC. (2) Given the product [NH2:10][C:4]1[CH:3]=[C:2]([Br:1])[N:7]=[CH:6][C:5]=1[N:8]([CH3:9])[C:19](=[O:21])[CH2:18][C:13]1[CH:14]=[CH:15][CH:16]=[CH:17][C:12]=1[F:11], predict the reactants needed to synthesize it. The reactants are: [Br:1][C:2]1[N:7]=[CH:6][C:5]([NH:8][CH3:9])=[C:4]([NH2:10])[CH:3]=1.[F:11][C:12]1[CH:17]=[CH:16][CH:15]=[CH:14][C:13]=1[CH2:18][C:19]([OH:21])=O.C1C=NC2N(O)N=NC=2C=1.CCN=C=NCCCN(C)C. (3) The reactants are: [CH3:1][O:2][C:3]1[CH:9]=[CH:8][C:6]([NH2:7])=[CH:5][CH:4]=1.[Cl:10][CH2:11][C:12](O)=[O:13].CCN=C=NCCCN(C)C.C1C=CC2N(O)N=NC=2C=1.CN1CCOCC1. Given the product [Cl:10][CH2:11][C:12]([NH:7][C:6]1[CH:8]=[CH:9][C:3]([O:2][CH3:1])=[CH:4][CH:5]=1)=[O:13], predict the reactants needed to synthesize it. (4) Given the product [ClH:24].[CH3:8][N:6]([CH3:7])[CH2:5][C@H:4]([CH3:9])[C@H:3]([C:10]1[CH:11]=[C:12]([OH:16])[CH:13]=[CH:14][CH:15]=1)[CH2:1][CH3:2], predict the reactants needed to synthesize it. The reactants are: [CH2:1]([C@@H:3]([C:10]1[CH:15]=[CH:14][CH:13]=[C:12]([O:16]C)[CH:11]=1)[C@@H:4]([CH3:9])[CH2:5][N:6]([CH3:8])[CH3:7])[CH3:2].B(Br)(Br)Br.CO.[ClH:24]. (5) Given the product [CH2:1]([O:3][C:4]1[N:9]=[CH:8][C:7]([NH:10][C:12](=[O:13])[O:14][C:15]([CH3:18])([CH3:17])[CH3:16])=[C:6]([CH3:11])[CH:5]=1)[CH3:2], predict the reactants needed to synthesize it. The reactants are: [CH2:1]([O:3][C:4]1[N:9]=[CH:8][C:7]([NH2:10])=[C:6]([CH3:11])[CH:5]=1)[CH3:2].[C:12](O[C:12]([O:14][C:15]([CH3:18])([CH3:17])[CH3:16])=[O:13])([O:14][C:15]([CH3:18])([CH3:17])[CH3:16])=[O:13]. (6) Given the product [Cl:1][C:2]1[CH:3]=[C:4]([N:12]2[CH2:17][CH2:16][N:15]([CH2:18][CH2:25][CH3:24])[CH2:14][CH2:13]2)[CH:5]=[C:6]([C:8]([F:10])([F:11])[F:9])[CH:7]=1, predict the reactants needed to synthesize it. The reactants are: [Cl:1][C:2]1[CH:3]=[C:4]([N:12]2[CH2:17][CH2:16][NH:15][CH2:14][CH2:13]2)[CH:5]=[C:6]([C:8]([F:11])([F:10])[F:9])[CH:7]=1.[C:18]([O-])([O-])=O.[K+].[K+].[CH3:24][C:25]#N.